From a dataset of Peptide-MHC class I binding affinity with 185,985 pairs from IEDB/IMGT. Regression. Given a peptide amino acid sequence and an MHC pseudo amino acid sequence, predict their binding affinity value. This is MHC class I binding data. (1) The peptide sequence is APPHGGIAF. The MHC is HLA-B15:01 with pseudo-sequence HLA-B15:01. The binding affinity (normalized) is 0.0847. (2) The peptide sequence is SLIKTILASY. The MHC is HLA-A33:01 with pseudo-sequence HLA-A33:01. The binding affinity (normalized) is 0.0132.